Dataset: NCI-60 drug combinations with 297,098 pairs across 59 cell lines. Task: Regression. Given two drug SMILES strings and cell line genomic features, predict the synergy score measuring deviation from expected non-interaction effect. (1) Drug 1: CCC1(CC2CC(C3=C(CCN(C2)C1)C4=CC=CC=C4N3)(C5=C(C=C6C(=C5)C78CCN9C7C(C=CC9)(C(C(C8N6C)(C(=O)OC)O)OC(=O)C)CC)OC)C(=O)OC)O.OS(=O)(=O)O. Drug 2: CC1=C(C=C(C=C1)C(=O)NC2=CC(=CC(=C2)C(F)(F)F)N3C=C(N=C3)C)NC4=NC=CC(=N4)C5=CN=CC=C5. Cell line: HCT-15. Synergy scores: CSS=-0.553, Synergy_ZIP=0.678, Synergy_Bliss=-2.69, Synergy_Loewe=-2.92, Synergy_HSA=-4.68. (2) Drug 1: COC1=C2C(=CC3=C1OC=C3)C=CC(=O)O2. Drug 2: N.N.Cl[Pt+2]Cl. Cell line: CCRF-CEM. Synergy scores: CSS=39.3, Synergy_ZIP=0.233, Synergy_Bliss=1.18, Synergy_Loewe=-20.1, Synergy_HSA=0.972. (3) Drug 1: C1CN1C2=NC(=NC(=N2)N3CC3)N4CC4. Drug 2: C1CCC(CC1)NC(=O)N(CCCl)N=O. Cell line: UACC-257. Synergy scores: CSS=8.40, Synergy_ZIP=-1.20, Synergy_Bliss=-3.72, Synergy_Loewe=-6.39, Synergy_HSA=-1.58. (4) Drug 1: CC1C(C(CC(O1)OC2CC(OC(C2O)C)OC3=CC4=CC5=C(C(=O)C(C(C5)C(C(=O)C(C(C)O)O)OC)OC6CC(C(C(O6)C)O)OC7CC(C(C(O7)C)O)OC8CC(C(C(O8)C)O)(C)O)C(=C4C(=C3C)O)O)O)O. Drug 2: CCC1(C2=C(COC1=O)C(=O)N3CC4=CC5=C(C=CC(=C5CN(C)C)O)N=C4C3=C2)O.Cl. Cell line: SF-539. Synergy scores: CSS=49.9, Synergy_ZIP=-4.50, Synergy_Bliss=-7.75, Synergy_Loewe=-11.0, Synergy_HSA=-5.82.